Dataset: Reaction yield outcomes from USPTO patents with 853,638 reactions. Task: Predict the reaction yield, written as a fraction of the theoretical maximum amount of product (1.0 means a 100% yield; for example, 0.34 means a 34% yield). The reactants are [CH2:1]([C:3]1[NH:11][C:6]2=[N:7][CH:8]=[CH:9][CH:10]=[C:5]2[N:4]=1)[CH3:2].[Cl:12]C1C=CC=C(C(OO)=O)C=1.P(Cl)(Cl)(Cl)=O.N. The catalyst is C(Cl)(Cl)Cl. The product is [Cl:12][C:10]1[CH:9]=[CH:8][N:7]=[C:6]2[NH:11][C:3]([CH2:1][CH3:2])=[N:4][C:5]=12. The yield is 0.670.